This data is from Forward reaction prediction with 1.9M reactions from USPTO patents (1976-2016). The task is: Predict the product of the given reaction. (1) Given the reactants [CH2:1]([Li])[CH2:2][CH2:3][CH3:4].[F:6][C:7]1[CH:12]=[CH:11][C:10]([CH2:13][C:14]([OH:16])=[O:15])=[CH:9][CH:8]=1.C1(C)C=CC(S(OC(C)CC[O:30][Si:31]([C:44]([CH3:47])([CH3:46])[CH3:45])([C:38]2[CH:43]=[CH:42][CH:41]=[CH:40][CH:39]=2)[C:32]2[CH:37]=[CH:36][CH:35]=[CH:34][CH:33]=2)(=O)=O)=CC=1.Cl, predict the reaction product. The product is: [Si:31]([O:30][C:13]([C:10]1[CH:9]=[CH:8][C:7]([F:6])=[CH:12][CH:11]=1)([CH:2]([CH3:1])[CH2:3][CH3:4])[C:14]([OH:16])=[O:15])([C:44]([CH3:46])([CH3:45])[CH3:47])([C:38]1[CH:39]=[CH:40][CH:41]=[CH:42][CH:43]=1)[C:32]1[CH:37]=[CH:36][CH:35]=[CH:34][CH:33]=1. (2) Given the reactants COC1C=CC(P2(SP(C3C=CC(OC)=CC=3)(=S)S2)=[S:10])=CC=1.[CH2:23]([O:25][C:26]1[CH:54]=[CH:53][C:29]([C:30]([C:32]2[N:36]([CH2:37][CH2:38][CH:39]([CH3:41])[CH3:40])[C:35]3[CH:42]=[CH:43][C:44]([C:46]([N:48]([CH2:51][CH3:52])[CH2:49][CH3:50])=O)=[CH:45][C:34]=3[N:33]=2)=[O:31])=[CH:28][CH:27]=1)[CH3:24], predict the reaction product. The product is: [CH2:23]([O:25][C:26]1[CH:54]=[CH:53][C:29]([C:30]([C:32]2[N:36]([CH2:37][CH2:38][CH:39]([CH3:41])[CH3:40])[C:35]3[CH:42]=[CH:43][C:44]([C:46](=[S:10])[N:48]([CH2:51][CH3:52])[CH2:49][CH3:50])=[CH:45][C:34]=3[N:33]=2)=[O:31])=[CH:28][CH:27]=1)[CH3:24]. (3) Given the reactants Br[C:2]1[CH:24]=[C:23]([C:25]([F:28])([F:27])[F:26])[CH:22]=[CH:21][C:3]=1[CH2:4][NH:5][C:6]1[CH:11]=[CH:10][C:9]([C:12]2[CH:17]=[CH:16][C:15]([Cl:18])=[CH:14][C:13]=2[CH3:19])=[C:8]([Cl:20])[CH:7]=1.CC1(C)C(C)(C)OB([C:37]2[CH:38]=[CH:39][C:40]([C:43]([NH:45][CH2:46][CH2:47][C:48]([O:50][CH2:51][CH3:52])=[O:49])=[O:44])=[N:41][CH:42]=2)O1.C([O-])([O-])=O.[K+].[K+].O, predict the reaction product. The product is: [Cl:20][C:8]1[CH:7]=[C:6]([NH:5][CH2:4][C:3]2[CH:21]=[CH:22][C:23]([C:25]([F:28])([F:27])[F:26])=[CH:24][C:2]=2[C:37]2[CH:38]=[CH:39][C:40]([C:43]([NH:45][CH2:46][CH2:47][C:48]([O:50][CH2:51][CH3:52])=[O:49])=[O:44])=[N:41][CH:42]=2)[CH:11]=[CH:10][C:9]=1[C:12]1[CH:17]=[CH:16][C:15]([Cl:18])=[CH:14][C:13]=1[CH3:19].